From a dataset of Full USPTO retrosynthesis dataset with 1.9M reactions from patents (1976-2016). Predict the reactants needed to synthesize the given product. (1) Given the product [F:40][C:30]([F:29])([F:41])[C:31]1[N:32]=[CH:33][C:34]([C:35]([N:5]([C:6]2[CH:7]=[CH:8][C:9]([C:12]3[NH:20][C:19]4[C:18](=[O:21])[N:17]([CH2:22][CH2:23][CH3:24])[C:16](=[O:25])[N:15]([CH2:26][CH2:27][CH3:28])[C:14]=4[CH:13]=3)=[CH:10][N:11]=2)[CH2:4][CH2:3][O:2][CH3:1])=[O:36])=[CH:38][CH:39]=1, predict the reactants needed to synthesize it. The reactants are: [CH3:1][O:2][CH2:3][CH2:4][NH:5][C:6]1[N:11]=[CH:10][C:9]([C:12]2[NH:20][C:19]3[C:18](=[O:21])[N:17]([CH2:22][CH2:23][CH3:24])[C:16](=[O:25])[N:15]([CH2:26][CH2:27][CH3:28])[C:14]=3[CH:13]=2)=[CH:8][CH:7]=1.[F:29][C:30]([F:41])([F:40])[C:31]1[CH:39]=[CH:38][C:34]([C:35](Cl)=[O:36])=[CH:33][N:32]=1. (2) Given the product [Br:8][C:20]1[CH:21]=[N:22][N:23]([CH3:24])[C:19]=1[C:11]1[CH:12]=[C:13]([C:15]([OH:17])=[O:16])[S:14][C:10]=1[Cl:9], predict the reactants needed to synthesize it. The reactants are: C1C(=O)N([Br:8])C(=O)C1.[Cl:9][C:10]1[S:14][C:13]([C:15]([O:17]C)=[O:16])=[CH:12][C:11]=1[C:19]1[N:23]([CH3:24])[N:22]=[CH:21][CH:20]=1.[OH-].[Na+]. (3) Given the product [C:25]([C:23]1[CH:22]=[CH:21][C:3]([O:4][CH2:5][C:6]([N:8]([CH:18]([CH3:20])[CH3:19])[NH:9][C:10](=[O:17])[C:11]2[CH:16]=[CH:15][CH:14]=[CH:13][CH:12]=2)=[O:7])=[C:2]([C:36]2[CH:37]=[CH:38][CH:39]=[CH:40][C:35]=2[CH2:33][CH3:34])[CH:24]=1)#[N:26], predict the reactants needed to synthesize it. The reactants are: Br[C:2]1[CH:24]=[C:23]([C:25]#[N:26])[CH:22]=[CH:21][C:3]=1[O:4][CH2:5][C:6]([N:8]([CH:18]([CH3:20])[CH3:19])[NH:9][C:10](=[O:17])[C:11]1[CH:16]=[CH:15][CH:14]=[CH:13][CH:12]=1)=[O:7].C([O-])([O-])=O.[Na+].[Na+].[CH2:33]([C:35]1[CH:40]=[CH:39][CH:38]=[CH:37][C:36]=1B(O)O)[CH3:34]. (4) The reactants are: [CH:1]([C:3]1[O:7][C:6]([C:8]([OH:10])=[O:9])=[CH:5][CH:4]=1)=[O:2].O.[CH2:12](O)[CH3:13]. Given the product [CH:1]([C:3]1[O:7][C:6]([C:8]([O:10][CH2:12][CH3:13])=[O:9])=[CH:5][CH:4]=1)=[O:2], predict the reactants needed to synthesize it. (5) Given the product [Cl:1][C:2]1[CH:3]=[C:4]([NH:9][CH2:10][C:11]([N:13]2[CH2:18][CH2:17][CH2:16][C@@H:15]([NH:19][C:20]3[C:25]([C:26]([O:28][CH3:29])=[O:27])=[CH:24][N:23]=[C:22]4[NH:30][CH:31]=[CH:32][C:21]=34)[CH2:14]2)=[O:12])[CH:5]=[C:6]([Cl:8])[CH:7]=1, predict the reactants needed to synthesize it. The reactants are: [Cl:1][C:2]1[CH:3]=[C:4]([NH:9][CH2:10][C:11]([N:13]2[CH2:18][CH2:17][CH2:16][C@@H:15]([NH:19][C:20]3[C:25]([C:26]([O:28][CH3:29])=[O:27])=[CH:24][N:23]=[C:22]4[N:30](S(C5C=CC(C)=CC=5)(=O)=O)[CH:31]=[CH:32][C:21]=34)[CH2:14]2)=[O:12])[CH:5]=[C:6]([Cl:8])[CH:7]=1.C([O-])([O-])=O.[Cs+].[Cs+]. (6) Given the product [NH2:13][C:14]1[CH:15]=[C:16]([C:17]([O:19][CH3:20])=[O:18])[CH:21]=[CH:22][C:23]=1[NH:24][C:4]1[CH:3]=[C:2]([Cl:1])[CH:11]=[CH:10][C:5]=1[C:6]([O:8][CH3:9])=[O:7], predict the reactants needed to synthesize it. The reactants are: [Cl:1][C:2]1[CH:11]=[CH:10][C:5]([C:6]([O:8][CH3:9])=[O:7])=[C:4](I)[CH:3]=1.[NH2:13][C:14]1[CH:15]=[C:16]([CH:21]=[CH:22][C:23]=1[NH2:24])[C:17]([O:19][CH3:20])=[O:18].C([O-])([O-])=O.[K+].[K+].